Dataset: Forward reaction prediction with 1.9M reactions from USPTO patents (1976-2016). Task: Predict the product of the given reaction. (1) Given the reactants C([CH:5]1[C@@:9]2([CH2:13][C:12](=[O:14])[N:11]([C:15]3[CH:20]=[CH:19][CH:18]=[CH:17][CH:16]=3)[CH2:10]2)[CH2:8][C@@H:7]([C:21]([OH:23])=[O:22])[N:6]1[C:24](=[O:39])[C@@H:25]([NH:30][C:31]([O:33][CH:34]1[CH2:38][CH2:37][CH2:36][CH2:35]1)=[O:32])[C:26]([CH3:29])([CH3:28])[CH3:27])(C)(C)C.N1CCC[C@H]1C(O)=O.FC(F)(F)C(O)=O, predict the reaction product. The product is: [CH:34]1([O:33][C:31]([NH:30][C@@H:25]([C:26]([CH3:29])([CH3:28])[CH3:27])[C:24]([N:6]2[C@H:7]([C:21]([OH:23])=[O:22])[CH2:8][C@@:9]3([CH2:13][C:12](=[O:14])[N:11]([C:15]4[CH:20]=[CH:19][CH:18]=[CH:17][CH:16]=4)[CH2:10]3)[CH2:5]2)=[O:39])=[O:32])[CH2:35][CH2:36][CH2:37][CH2:38]1. (2) Given the reactants C(O[C:6]([N:8](C)[CH2:9][CH2:10][CH2:11][CH2:12][C:13]([O:15][CH2:16][C@H:17]1[O:21][N:20]=[C:19]([C:22]2[CH:27]=[CH:26][C:25]([C:28]3[CH:33]=[CH:32][C:31]([N:34]4[CH2:38][C@H:37]([CH2:39][N:40]5[CH:44]=[CH:43][N:42]=[N:41]5)[O:36][C:35]4=[O:45])=[CH:30][C:29]=3[F:46])=[CH:24][N:23]=2)[CH2:18]1)=[O:14])=O)(C)(C)C.C(O)(=O)C.Cl, predict the reaction product. The product is: [CH3:6][NH:8][CH2:9][CH2:10][CH2:11][CH2:12][C:13]([O:15][CH2:16][C@H:17]1[O:21][N:20]=[C:19]([C:22]2[CH:27]=[CH:26][C:25]([C:28]3[CH:33]=[CH:32][C:31]([N:34]4[CH2:38][C@H:37]([CH2:39][N:40]5[CH:44]=[CH:43][N:42]=[N:41]5)[O:36][C:35]4=[O:45])=[CH:30][C:29]=3[F:46])=[CH:24][N:23]=2)[CH2:18]1)=[O:14]. (3) Given the reactants [OH:1][C:2]1[CH:14]=[CH:13][CH:12]=[CH:11][C:3]=1[CH:4]=[C:5]1[CH2:10][CH2:9][O:8][C:6]1=[O:7], predict the reaction product. The product is: [OH:1][C:2]1[CH:14]=[CH:13][CH:12]=[CH:11][C:3]=1[CH2:4][CH:5]1[CH2:10][CH2:9][O:8][C:6]1=[O:7]. (4) Given the reactants C([O:3][C:4](=[O:51])[CH2:5][C@H:6]([O:43][Si](C(C)(C)C)(C)C)[CH2:7][O:8][C:9]1[CH:14]=[CH:13][C:12]([C:15]([CH2:40][CH3:41])([C:18]2[CH:23]=[CH:22][C:21]([C:24]#[C:25][C:26]([O:35]COC)([C:31]([F:34])([F:33])[F:32])[C:27]([F:30])([F:29])[F:28])=[C:20]([CH3:39])[CH:19]=2)[CH2:16][CH3:17])=[CH:11][C:10]=1[CH3:42])C.C([O-])(O)=O.[Na+].[OH-].[K+], predict the reaction product. The product is: [CH2:16]([C:15]([C:12]1[CH:13]=[CH:14][C:9]([O:8][CH2:7][C@@H:6]([OH:43])[CH2:5][C:4]([OH:51])=[O:3])=[C:10]([CH3:42])[CH:11]=1)([C:18]1[CH:23]=[CH:22][C:21]([C:24]#[C:25][C:26]([OH:35])([C:31]([F:32])([F:33])[F:34])[C:27]([F:30])([F:29])[F:28])=[C:20]([CH3:39])[CH:19]=1)[CH2:40][CH3:41])[CH3:17]. (5) Given the reactants [CH3:1][C:2]([C:4]1[CH:9]=[CH:8][C:7]([Br:10])=[CH:6][CH:5]=1)=O.[NH2:11][C:12]1[CH:25]=[CH:24][CH:23]=[CH:22][C:13]=1[C:14](C1C=CC=CC=1)=O.[OH-].[Na+], predict the reaction product. The product is: [Br:10][C:7]1[CH:8]=[CH:9][C:4]([C:2]2[CH:1]=[CH:14][C:13]3[C:12](=[CH:25][CH:24]=[CH:23][CH:22]=3)[N:11]=2)=[CH:5][CH:6]=1. (6) The product is: [ClH:1].[Cl:1][C:2]1[CH:3]=[CH:4][C:5]([C:6]([NH:8][CH2:9][CH2:10][CH2:11][O:12][C:13]2[CH:21]=[CH:20][C:16]([C:17]([NH:58][CH2:57][CH2:56][N:55]([CH3:59])[CH3:54])=[O:18])=[CH:15][C:14]=2[NH:22][C:23]([NH:25][C:26]2[CH:31]=[N:30][C:29]([CH3:32])=[CH:28][N:27]=2)=[O:24])=[O:7])=[CH:33][CH:34]=1. Given the reactants [Cl:1][C:2]1[CH:34]=[CH:33][C:5]([C:6]([NH:8][CH2:9][CH2:10][CH2:11][O:12][C:13]2[CH:21]=[CH:20][C:16]([C:17](O)=[O:18])=[CH:15][C:14]=2[NH:22][C:23]([NH:25][C:26]2[CH:31]=[N:30][C:29]([CH3:32])=[CH:28][N:27]=2)=[O:24])=[O:7])=[CH:4][CH:3]=1.OC1C2N=NNC=2C=CC=1.C(N(C(C)C)CC)(C)C.[CH3:54][N:55]([CH3:59])[CH2:56][CH2:57][NH2:58].Cl.CN(C)CCCN=C=NCC, predict the reaction product. (7) The product is: [NH2:8][C@H:9]1[CH2:13][CH2:12][N:11]([CH:14]2[CH2:19][CH2:18][N:17]([C:20]([O:22][CH2:23][C:24]3[CH:29]=[CH:28][CH:27]=[CH:26][CH:25]=3)=[O:21])[CH2:16][CH2:15]2)[C:10]1=[O:30]. Given the reactants C(OC([NH:8][C@H:9]1[CH2:13][CH2:12][N:11]([CH:14]2[CH2:19][CH2:18][N:17]([C:20]([O:22][CH2:23][C:24]3[CH:29]=[CH:28][CH:27]=[CH:26][CH:25]=3)=[O:21])[CH2:16][CH2:15]2)[C:10]1=[O:30])=O)(C)(C)C, predict the reaction product.